From a dataset of Forward reaction prediction with 1.9M reactions from USPTO patents (1976-2016). Predict the product of the given reaction. Given the reactants C(OC([N:8]1[CH2:11][CH:10]([C:12]2[C:17]([C:18]3[CH:19]=[C:20]([CH3:24])[CH:21]=[CH:22][CH:23]=3)=[N:16][CH:15]=[CH:14][N:13]=2)[CH2:9]1)=O)(C)(C)C.[ClH:25].CO, predict the reaction product. The product is: [ClH:25].[NH:8]1[CH2:11][CH:10]([C:12]2[C:17]([C:18]3[CH:19]=[C:20]([CH3:24])[CH:21]=[CH:22][CH:23]=3)=[N:16][CH:15]=[CH:14][N:13]=2)[CH2:9]1.